This data is from Reaction yield outcomes from USPTO patents with 853,638 reactions. The task is: Predict the reaction yield, written as a fraction of the theoretical maximum amount of product (1.0 means a 100% yield; for example, 0.34 means a 34% yield). (1) The reactants are [Cl:1][CH2:2][C:3]1[CH:11]=[CH:10][C:6]([C:7](Cl)=[O:8])=[CH:5][CH:4]=1.[CH2:12]([O:14][CH:15]([O:19][CH2:20][CH3:21])[CH2:16][CH2:17][NH2:18])[CH3:13].C(N(CC)CC)C. The catalyst is C(Cl)Cl. The product is [Cl:1][CH2:2][C:3]1[CH:11]=[CH:10][C:6]([C:7]([NH:18][CH2:17][CH2:16][CH:15]([O:19][CH2:20][CH3:21])[O:14][CH2:12][CH3:13])=[O:8])=[CH:5][CH:4]=1. The yield is 0.990. (2) The catalyst is C(Cl)Cl. The product is [Cl:35][CH:36]([C:40]1[CH:45]=[CH:44][CH:43]=[CH:42][CH:41]=1)[C:37]([N:16]([CH2:15][C:2]1([OH:1])[CH2:7][CH2:6][N:5]([C:8]([O:10][C:11]([CH3:13])([CH3:12])[CH3:14])=[O:9])[CH2:4][CH2:3]1)[CH2:17][C:18]1[CH:23]=[CH:22][C:21]([O:24][CH3:25])=[CH:20][CH:19]=1)=[O:38]. The reactants are [OH:1][C:2]1([CH2:15][NH:16][CH2:17][C:18]2[CH:23]=[CH:22][C:21]([O:24][CH3:25])=[CH:20][CH:19]=2)[CH2:7][CH2:6][N:5]([C:8]([O:10][C:11]([CH3:14])([CH3:13])[CH3:12])=[O:9])[CH2:4][CH2:3]1.C(N(C(C)C)CC)(C)C.[Cl:35][CH:36]([C:40]1[CH:45]=[CH:44][CH:43]=[CH:42][CH:41]=1)[C:37](Cl)=[O:38]. The yield is 0.730. (3) The reactants are [Br:1][C:2]1[CH:7]=[CH:6][C:5]([OH:8])=[C:4]([N+:9]([O-:11])=[O:10])[CH:3]=1.Br[CH2:13][C:14]([O:16][CH3:17])=[O:15].C(=O)([O-])[O-].[Cs+].[Cs+].[I-].[Na+]. The catalyst is CC(C)=O.CN(C)C=O. The product is [Br:1][C:2]1[CH:7]=[CH:6][C:5]([O:8][CH2:13][C:14]([O:16][CH3:17])=[O:15])=[C:4]([N+:9]([O-:11])=[O:10])[CH:3]=1. The yield is 0.940. (4) The reactants are [H-].[Na+].[CH2:3]([O:6][NH:7][C:8](=[O:14])[O:9][C:10]([CH3:13])([CH3:12])[CH3:11])[CH:4]=[CH2:5].I[CH3:16]. The catalyst is O1CCCC1.O. The product is [CH2:3]([O:6][N:7]([CH3:16])[C:8](=[O:14])[O:9][C:10]([CH3:13])([CH3:12])[CH3:11])[CH:4]=[CH2:5]. The yield is 0.990.